This data is from Full USPTO retrosynthesis dataset with 1.9M reactions from patents (1976-2016). The task is: Predict the reactants needed to synthesize the given product. (1) Given the product [F:1][C:2]1[CH:19]=[CH:18][C:5]([C:6]([NH:8][CH:9]2[CH2:10][C:11]3[C:16](=[CH:15][CH:14]=[C:13]([N+:20]([O-:22])=[O:21])[CH:12]=3)[CH2:17]2)=[O:7])=[CH:4][CH:3]=1, predict the reactants needed to synthesize it. The reactants are: [F:1][C:2]1[CH:19]=[CH:18][C:5]([C:6]([NH:8][CH:9]2[CH2:17][C:16]3[C:11](=[CH:12][CH:13]=[CH:14][CH:15]=3)[CH2:10]2)=[O:7])=[CH:4][CH:3]=1.[N+:20]([O-])([OH:22])=[O:21].S(=O)(=O)(O)O. (2) Given the product [CH2:1]([C@H:8]1[CH2:12][O:11][C:10](=[O:13])[N:9]1[C:14](=[O:50])[C@@H:15]([O:48][CH3:49])[CH2:16][C:17]1[CH:22]=[CH:21][C:20]([O:23][CH2:24][CH2:25][C:26]2[N:27]=[C:28]([C:32]3[CH:33]=[CH:34][CH:35]=[CH:36][CH:37]=3)[O:29][C:30]=2[CH3:31])=[CH:19][C:18]=1[OH:38])[C:2]1[CH:3]=[CH:4][CH:5]=[CH:6][CH:7]=1, predict the reactants needed to synthesize it. The reactants are: [CH2:1]([C@H:8]1[CH2:12][O:11][C:10](=[O:13])[N:9]1[C:14](=[O:50])[C@@H:15]([O:48][CH3:49])[CH2:16][C:17]1[CH:22]=[CH:21][C:20]([O:23][CH2:24][CH2:25][C:26]2[N:27]=[C:28]([C:32]3[CH:37]=[CH:36][CH:35]=[CH:34][CH:33]=3)[O:29][C:30]=2[CH3:31])=[CH:19][C:18]=1[O:38][Si](C)(C)C(C)(C)C(C)C)[C:2]1[CH:7]=[CH:6][CH:5]=[CH:4][CH:3]=1.[NH4+].[F-]. (3) The reactants are: [OH:1][C@@H:2]1[CH2:6][C@H:5](O)[C@H:4]([CH2:8][C:9]([OH:11])=[O:10])[C@H:3]1[CH:12]=[CH:13][C@H:14]([OH:20])[CH2:15][CH2:16][CH2:17][CH2:18][CH3:19].CC(OC)(C)C.ClC(Cl)(Cl)C(O)=O. Given the product [OH:1][C@H:2]1[CH2:6][C@H:5]2[O:10][C:9](=[O:11])[CH2:8][C@H:4]2[C@@H:3]1/[CH:12]=[CH:13]/[C@H:14]([OH:20])[CH2:15][CH2:16][CH2:17][CH2:18][CH3:19], predict the reactants needed to synthesize it. (4) Given the product [F:15][C:11]1[CH:10]=[C:9]([CH2:8][O:3][CH2:2][CH2:1][OH:4])[CH:14]=[CH:13][CH:12]=1, predict the reactants needed to synthesize it. The reactants are: [CH2:1]([OH:4])[CH2:2][OH:3].[H-].[Na+].Br[CH2:8][C:9]1[CH:14]=[CH:13][CH:12]=[C:11]([F:15])[CH:10]=1.O. (5) Given the product [Cl:23][C:4]1[N:3]=[C:2]([I:25])[N:10]=[C:9]2[C:5]=1[N:6]=[CH:7][N:8]2[CH2:11][C:12]1[CH:17]=[CH:16][CH:15]=[C:14]([CH2:18][C:19]([O:21][CH3:22])=[O:20])[CH:13]=1, predict the reactants needed to synthesize it. The reactants are: N[C:2]1[N:10]=[C:9]2[C:5]([N:6]=[CH:7][N:8]2[CH2:11][C:12]2[CH:17]=[CH:16][CH:15]=[C:14]([CH2:18][C:19]([O:21][CH3:22])=[O:20])[CH:13]=2)=[C:4]([Cl:23])[N:3]=1.[I-].[I:25]CI.C(ON=O)CC(C)C. (6) Given the product [Cl:21][CH2:2][CH2:3][O:4][C:5]1[CH:10]=[CH:9][C:8]([NH2:11])=[CH:7][C:6]=1[C:15]1[N:16]([CH3:20])[N:17]=[CH:18][CH:19]=1, predict the reactants needed to synthesize it. The reactants are: Br[CH2:2][CH2:3][O:4][C:5]1[CH:10]=[CH:9][C:8]([NH:11]C(=O)C)=[CH:7][C:6]=1[C:15]1[N:16]([CH3:20])[N:17]=[CH:18][CH:19]=1.[ClH:21]. (7) Given the product [O:2]1[C:3]2[CH:9]=[CH:8][C:7]([O:10][CH2:14][CH2:13][OH:12])=[CH:6][C:4]=2[O:5][CH2:1]1, predict the reactants needed to synthesize it. The reactants are: [CH2:1]1[O:5][C:4]2[CH:6]=[C:7]([OH:10])[CH:8]=[CH:9][C:3]=2[O:2]1.C1(=O)O[CH2:14][CH2:13][O:12]1. (8) The reactants are: [NH2:1][C:2]1[C:7]([C:8]#[N:9])=[C:6]([N:10]2[CH2:15][CH2:14][CH:13]([C:16]3[N:17]([CH2:30][CH2:31][N:32]4[CH2:35][CH2:34][CH2:33]4)[CH:18]=[C:19]([C:21]4[CH:26]=[CH:25][C:24]([F:27])=[C:23]([O:28][CH3:29])[CH:22]=4)[N:20]=3)[CH2:12][CH2:11]2)[N:5]=[CH:4][N:3]=1.[OH:36]O.[OH-].[Na+]. Given the product [NH2:1][C:2]1[C:7]([C:8]([NH2:9])=[O:36])=[C:6]([N:10]2[CH2:11][CH2:12][CH:13]([C:16]3[N:17]([CH2:30][CH2:31][N:32]4[CH2:33][CH2:34][CH2:35]4)[CH:18]=[C:19]([C:21]4[CH:26]=[CH:25][C:24]([F:27])=[C:23]([O:28][CH3:29])[CH:22]=4)[N:20]=3)[CH2:14][CH2:15]2)[N:5]=[CH:4][N:3]=1, predict the reactants needed to synthesize it. (9) Given the product [N:1]1[C:9]2[C:4](=[N:5][CH:6]=[C:7]([CH2:10][OH:11])[CH:8]=2)[S:3][N:2]=1, predict the reactants needed to synthesize it. The reactants are: [N:1]1[C:9]2[C:4](=[N:5][CH:6]=[C:7]([C:10](O)=[O:11])[CH:8]=2)[S:3][N:2]=1.C(OC(Cl)=O)C(C)C.[BH4-].[Na+]. (10) Given the product [CH3:9][NH:8][C:3]1[C:2]([NH:10][C:11]2[CH:12]=[C:13]([CH3:17])[CH:14]=[CH:15][CH:16]=2)=[N:7][CH:6]=[CH:5][N:4]=1, predict the reactants needed to synthesize it. The reactants are: Cl[C:2]1[C:3]([NH:8][CH3:9])=[N:4][CH:5]=[CH:6][N:7]=1.[NH2:10][C:11]1[CH:16]=[CH:15][CH:14]=[C:13]([CH3:17])[CH:12]=1.CC(C)([O-])C.[Na+].